This data is from Reaction yield outcomes from USPTO patents with 853,638 reactions. The task is: Predict the reaction yield, written as a fraction of the theoretical maximum amount of product (1.0 means a 100% yield; for example, 0.34 means a 34% yield). (1) The reactants are [C:1]([C:3]1[CH:8]=[CH:7][CH:6]=[CH:5][C:4]=1[C:9]1[CH:14]=[CH:13][C:12]([CH2:15][CH:16]([C:22](=O)[CH2:23][CH2:24][CH3:25])[C:17](OCC)=[O:18])=[CH:11][C:10]=1[O:27][CH3:28])#[N:2].Cl.[C:30](=[NH:33])([NH2:32])[CH3:31].C[O-].[Na+]. The catalyst is CO. The product is [CH3:28][O:27][C:10]1[CH:11]=[C:12]([CH2:15][C:16]2[C:17](=[O:18])[NH:32][C:30]([CH3:31])=[N:33][C:22]=2[CH2:23][CH2:24][CH3:25])[CH:13]=[CH:14][C:9]=1[C:4]1[C:3]([C:1]#[N:2])=[CH:8][CH:7]=[CH:6][CH:5]=1. The yield is 0.520. (2) The reactants are [C:1]([NH:5][C:6]1[CH:11]=[C:10]([C:12]2[C:13]([C:26]3[CH:31]=[CH:30][CH:29]=[C:28]([N:32]=C(C4C=CC=CC=4)C4C=CC=CC=4)[CH:27]=3)=[N:14][N:15]([CH2:17][C:18]3[CH:23]=[CH:22][C:21]([O:24][CH3:25])=[CH:20][CH:19]=3)[CH:16]=2)[CH:9]=[CH:8][N:7]=1)([CH3:4])([CH3:3])[CH3:2].Cl.C(OCC)C. The catalyst is O1CCOCC1. The product is [NH2:32][C:28]1[CH:27]=[C:26]([C:13]2[C:12]([C:10]3[CH:9]=[CH:8][N:7]=[C:6]([NH:5][C:1]([CH3:4])([CH3:3])[CH3:2])[CH:11]=3)=[CH:16][N:15]([CH2:17][C:18]3[CH:19]=[CH:20][C:21]([O:24][CH3:25])=[CH:22][CH:23]=3)[N:14]=2)[CH:31]=[CH:30][CH:29]=1. The yield is 0.460. (3) The reactants are [N:1]1[CH:6]=[CH:5][C:4]([C:7]2[N:8]=[C:9]3[NH:18][C:13]4([CH2:17][CH2:16][NH:15][CH2:14]4)[CH2:12][CH2:11][N:10]3[C:19](=[O:21])[CH:20]=2)=[N:3][CH:2]=1.C(N(CC)CC)C.[F:29][C:30]1[CH:31]=[C:32]([CH:36]=[CH:37][CH:38]=1)[C:33](Cl)=[O:34].[Cl-].[NH4+]. The catalyst is O1CCCC1. The product is [F:29][C:30]1[CH:31]=[C:32]([CH:36]=[CH:37][CH:38]=1)[C:33]([N:15]1[CH2:16][CH2:17][C:13]2([CH2:12][CH2:11][N:10]3[C:19](=[O:21])[CH:20]=[C:7]([C:4]4[CH:5]=[CH:6][N:1]=[CH:2][N:3]=4)[N:8]=[C:9]3[NH:18]2)[CH2:14]1)=[O:34]. The yield is 0.720. (4) The reactants are Cl[C:2]1[NH:7][C:6]([NH2:21])([NH:8][CH:9]([C:11]2[CH:20]=[CH:19][C:18]3[C:13](=[CH:14][CH:15]=[CH:16][CH:17]=3)[CH:12]=2)[CH3:10])[N:5]=[CH:4][N:3]=1.C(O[C:27](=[O:45])[CH:28]([NH:37][C:38]([O:40][C:41]([CH3:44])([CH3:43])[CH3:42])=[O:39])[CH2:29][C:30]1[CH:35]=[CH:34][C:33]([OH:36])=[CH:32][CH:31]=1)(C)(C)C.[C:46](=O)([O-])[O-].[K+].[K+].[CH:52]([OH:55])([CH3:54])[CH3:53]. No catalyst specified. The product is [C:52]([O:55][C:27](=[O:45])[CH:28]([NH:37][C:38]([O:40][C:41]([CH3:42])([CH3:43])[CH3:44])=[O:39])[CH2:29][C:30]1[CH:31]=[CH:32][C:33]([O:36][C:4]2[N:3]=[C:2]([NH2:7])[N:21]=[C:6]([NH:8][CH:9]([C:11]3[CH:20]=[CH:19][C:18]4[C:13](=[CH:14][CH:15]=[CH:16][CH:17]=4)[CH:12]=3)[CH3:10])[N:5]=2)=[CH:34][CH:35]=1)([CH3:46])([CH3:54])[CH3:53]. The yield is 0.280. (5) The reactants are Cl[C:2]1[CH:7]=[CH:6][N:5]=[C:4]2[NH:8][C:9]([CH:11]3[CH2:13][CH2:12]3)=[CH:10][C:3]=12.C(=O)([O-])[O-].[Na+].[Na+].[O:20]=[S:21]1(=[O:46])[CH2:26][CH2:25][CH:24]([NH:27][S:28]([C:31]2[CH:36]=[CH:35][C:34](B3OC(C)(C)C(C)(C)O3)=[CH:33][CH:32]=2)(=[O:30])=[O:29])[CH2:23][CH2:22]1.ClCCl. The catalyst is COCCOC.[Pd].C1(P([C-]2C=CC=C2)C2C=CC=CC=2)C=CC=CC=1.[C-]1(P(C2C=CC=CC=2)C2C=CC=CC=2)C=CC=C1.[Fe+2].O. The product is [CH:11]1([C:9]2[NH:8][C:4]3=[N:5][CH:6]=[CH:7][C:2]([C:34]4[CH:33]=[CH:32][C:31]([S:28]([NH:27][CH:24]5[CH2:23][CH2:22][S:21](=[O:20])(=[O:46])[CH2:26][CH2:25]5)(=[O:29])=[O:30])=[CH:36][CH:35]=4)=[C:3]3[CH:10]=2)[CH2:13][CH2:12]1. The yield is 0.460. (6) The reactants are [NH2:1][C:2]1[N:7]=[C:6]([NH2:8])[C:5]([C:9]2[CH:15]=[CH:14][C:12]([NH2:13])=[CH:11][CH:10]=2)=[C:4]([CH2:16][O:17][CH2:18][C:19]2[CH:24]=[CH:23][CH:22]=[CH:21][CH:20]=2)[N:3]=1.[C:25](Cl)(=[O:27])[CH3:26].[CH2:29]([Cl:31])Cl. No catalyst specified. The product is [Cl:31][C:29]1[CH:10]=[CH:9][C:5]([CH2:6][N:13]([C:12]2[CH:11]=[CH:10][C:9]([C:5]3[C:6]([NH2:8])=[N:7][C:2]([NH2:1])=[N:3][C:4]=3[CH2:16][O:17][CH2:18][C:19]3[CH:20]=[CH:21][CH:22]=[CH:23][CH:24]=3)=[CH:15][CH:14]=2)[C:25](=[O:27])[CH3:26])=[CH:4][CH:16]=1. The yield is 0.900. (7) The catalyst is C1COCC1. The reactants are [C:1]([C-:4]1[CH:8]=[CH:7][CH:6]=[CH:5]1)(=O)[CH3:2].[CH2:9]([C-:11]1[CH:15]=[CH:14][CH:13]=[CH:12]1)[CH3:10].[Fe+2:16].[Li+].CC([N-]C(C)C)C.P(Cl)(OCC)(OCC)=O. The yield is 0.900. The product is [CH2:1]([C-:4]1[CH:8]=[CH:7][CH:6]=[CH:5]1)[CH3:2].[C:9]([C-:11]1[CH:15]=[CH:14][CH:13]=[CH:12]1)#[CH:10].[Fe+2:16]. (8) The reactants are [CH3:1][C:2]1[C:6]([C:7]2[C:16]3[O:15][CH2:14][C@H:13]([C:17]4[CH:22]=[CH:21][CH:20]=[CH:19][N:18]=4)[N:12]4[C:23]([C:25]5[CH2:26][CH2:27][N:28]([C:31]([O:33][C:34]([CH3:37])([CH3:36])[CH3:35])=[O:32])[CH2:29][CH:30]=5)=[N:24][C:10]([C:11]=34)=[CH:9][CH:8]=2)=[C:5]([CH3:38])[O:4][N:3]=1.[H][H]. The catalyst is CO.[Pd]. The product is [CH3:1][C:2]1[C:6]([C:7]2[C:16]3[O:15][CH2:14][C@H:13]([C:17]4[CH:22]=[CH:21][CH:20]=[CH:19][N:18]=4)[N:12]4[C:23]([CH:25]5[CH2:30][CH2:29][N:28]([C:31]([O:33][C:34]([CH3:36])([CH3:35])[CH3:37])=[O:32])[CH2:27][CH2:26]5)=[N:24][C:10]([C:11]=34)=[CH:9][CH:8]=2)=[C:5]([CH3:38])[O:4][N:3]=1. The yield is 0.600. (9) The reactants are [Br:1][C:2]1[CH:8]=[CH:7][C:5]([NH2:6])=[CH:4][C:3]=1[C:9]([F:12])([F:11])[F:10].[ClH:13]. The catalyst is CCOCC. The product is [ClH:13].[Br:1][C:2]1[CH:8]=[CH:7][C:5]([NH2:6])=[CH:4][C:3]=1[C:9]([F:10])([F:11])[F:12]. The yield is 0.980.